From a dataset of Catalyst prediction with 721,799 reactions and 888 catalyst types from USPTO. Predict which catalyst facilitates the given reaction. (1) Reactant: C([O:8][CH2:9][C:10]([N:12]1[C:20]2[C:15](=[CH:16][CH:17]=[C:18]([NH:21][C:22](=[O:36])[C:23]3[CH:28]=[CH:27][C:26](/[CH:29]=[CH:30]/[C:31]([F:34])([F:33])[F:32])=[CH:25][C:24]=3[CH3:35])[CH:19]=2)[CH2:14][CH2:13]1)=[O:11])C1C=CC=CC=1.B(Br)(Br)Br. Product: [OH:8][CH2:9][C:10]([N:12]1[C:20]2[C:15](=[CH:16][CH:17]=[C:18]([NH:21][C:22](=[O:36])[C:23]3[CH:28]=[CH:27][C:26](/[CH:29]=[CH:30]/[C:31]([F:32])([F:33])[F:34])=[CH:25][C:24]=3[CH3:35])[CH:19]=2)[CH2:14][CH2:13]1)=[O:11]. The catalyst class is: 2. (2) Reactant: FC(F)(F)C(O)=O.C(OC([N:15]1[CH2:20][CH2:19][CH2:18][C:17](=[O:21])[C@@H:16]1[C:22]1[CH:27]=[CH:26][CH:25]=[CH:24][CH:23]=1)=O)(C)(C)C. Product: [C:22]1([C@H:16]2[C:17](=[O:21])[CH2:18][CH2:19][CH2:20][NH:15]2)[CH:23]=[CH:24][CH:25]=[CH:26][CH:27]=1. The catalyst class is: 2. (3) Reactant: [NH:1]1[CH:5]=[N:4][CH:3]=[N:2]1.[H-].[Na+].I[CH2:9][CH2:10][CH2:11][Si:12]([O:17][CH3:18])([O:15][CH3:16])[O:13][CH3:14].ClCCl. Product: [CH3:14][O:13][Si:12]([CH2:11][CH2:10][CH2:9][C:5]1[N:4]=[CH:3][NH:2][N:1]=1)([O:17][CH3:18])[O:15][CH3:16]. The catalyst class is: 7. (4) Reactant: [Cl:1][C:2]1[CH:7]=[CH:6][C:5]([C:8]2[CH:12]=[C:11]([CH2:13][CH2:14]O)[O:10][N:9]=2)=[CH:4][CH:3]=1.C(N(C(C)C)CC)(C)C.CS(Cl)(=O)=O.Cl.[N:31]1([C:37]([O:39][CH2:40][C:41]([NH:43][CH3:44])=[O:42])=[O:38])[CH2:36][CH2:35][NH:34][CH2:33][CH2:32]1.C(=O)([O-])[O-].[K+].[K+]. Product: [Cl:1][C:2]1[CH:3]=[CH:4][C:5]([C:8]2[CH:12]=[C:11]([CH2:13][CH2:14][N:34]3[CH2:33][CH2:32][N:31]([C:37]([O:39][CH2:40][C:41]([NH:43][CH3:44])=[O:42])=[O:38])[CH2:36][CH2:35]3)[O:10][N:9]=2)=[CH:6][CH:7]=1. The catalyst class is: 4. (5) Reactant: C([O:8][C:9]1[CH:10]=[C:11]([CH:17]([O:21][CH3:22])[C:18]([OH:20])=[O:19])[CH:12]=[CH:13][C:14]=1[O:15][CH3:16])C1C=CC=CC=1. Product: [OH:8][C:9]1[CH:10]=[C:11]([CH:17]([O:21][CH3:22])[C:18]([OH:20])=[O:19])[CH:12]=[CH:13][C:14]=1[O:15][CH3:16]. The catalyst class is: 29. (6) Reactant: C[O:2][C:3](=[O:20])[C:4]1[CH:9]=[CH:8][CH:7]=[C:6]([NH:10][C:11](=[O:19])[C:12]2[CH:17]=[CH:16][CH:15]=[CH:14][C:13]=2[CH3:18])[CH:5]=1.O.[OH-].[Li+]. Product: [CH3:18][C:13]1[CH:14]=[CH:15][CH:16]=[CH:17][C:12]=1[C:11]([NH:10][C:6]1[CH:5]=[C:4]([CH:9]=[CH:8][CH:7]=1)[C:3]([OH:20])=[O:2])=[O:19]. The catalyst class is: 30.